Dataset: Catalyst prediction with 721,799 reactions and 888 catalyst types from USPTO. Task: Predict which catalyst facilitates the given reaction. (1) Reactant: [CH3:1][N:2]1[CH2:7][C:6]([CH3:11])([N+:8]([O-:10])=[O:9])[CH2:5][O:4]C1.[ClH:12]. Product: [ClH:12].[CH3:11][C:6]([N+:8]([O-:10])=[O:9])([CH2:7][NH:2][CH3:1])[CH2:5][OH:4]. The catalyst class is: 40. (2) The catalyst class is: 28. Reactant: [I-].[CH3:2][P+](C1C=CC=CC=1)(C1C=CC=CC=1)C1C=CC=CC=1.CC(C)([O-])C.[K+].[C:28]1([S:34][C:35]2[CH:40]=[CH:39][CH:38]=[CH:37][C:36]=2[CH:41]=O)[CH:33]=[CH:32][CH:31]=[CH:30][CH:29]=1.C(=O)(O)[O-].[Na+]. Product: [C:28]1([S:34][C:35]2[CH:40]=[CH:39][CH:38]=[CH:37][C:36]=2[CH:41]=[CH2:2])[CH:33]=[CH:32][CH:31]=[CH:30][CH:29]=1. (3) Reactant: [H-].[Na+].[N:3]1[N:4]=[CH:5][N:6]([NH:8][C:9]2[CH:16]=[CH:15][C:12]([C:13]#[N:14])=[CH:11][CH:10]=2)[CH:7]=1.[Br:17][CH2:18][CH2:19][CH2:20][CH2:21]Br.C(OCC)(=O)C. Product: [Br:17][CH2:18][CH2:19][CH2:20][CH2:21][N:8]([N:6]1[CH:5]=[N:4][N:3]=[CH:7]1)[C:9]1[CH:10]=[CH:11][C:12]([C:13]#[N:14])=[CH:15][CH:16]=1. The catalyst class is: 16.